This data is from Catalyst prediction with 721,799 reactions and 888 catalyst types from USPTO. The task is: Predict which catalyst facilitates the given reaction. (1) The catalyst class is: 2. Reactant: [C:1]([OH:7])(=O)[CH2:2][CH2:3][C:4]#[CH:5].C1(P(C2C=CC=CC=2)C2C=CC=CC=2)C=CC=CC=1.[N:27]1[CH:32]=[CH:31][CH:30]=[CH:29][C:28]=1[S:33][S:33][C:28]1[CH:29]=[CH:30][CH:31]=[CH:32][N:27]=1. Product: [N:27]1[CH:32]=[CH:31][CH:30]=[CH:29][C:28]=1[S:33][C:1](=[O:7])[CH2:2][CH2:3][C:4]#[CH:5]. (2) Reactant: [C:1]1([CH2:7][CH2:8][C:9]([NH:11][CH2:12][C:13]2[CH:22]=[CH:21][C:16]([C:17]([O:19][CH3:20])=[O:18])=[CH:15][N:14]=2)=O)[CH:6]=[CH:5][CH:4]=[CH:3][CH:2]=1.P(Cl)(Cl)(Cl)=O. Product: [C:1]1([CH2:7][CH2:8][C:9]2[N:14]3[CH:15]=[C:16]([C:17]([O:19][CH3:20])=[O:18])[CH:21]=[CH:22][C:13]3=[CH:12][N:11]=2)[CH:6]=[CH:5][CH:4]=[CH:3][CH:2]=1. The catalyst class is: 26.